From a dataset of Peptide-MHC class II binding affinity with 134,281 pairs from IEDB. Regression. Given a peptide amino acid sequence and an MHC pseudo amino acid sequence, predict their binding affinity value. This is MHC class II binding data. (1) The peptide sequence is DPDKDVDIMVRDGQLTIKAE. The MHC is DRB1_1501 with pseudo-sequence DRB1_1501. The binding affinity (normalized) is 0.260. (2) The peptide sequence is GELQIVDKIDAADKI. The MHC is DRB1_0701 with pseudo-sequence DRB1_0701. The binding affinity (normalized) is 0.432. (3) The MHC is HLA-DQA10501-DQB10303 with pseudo-sequence HLA-DQA10501-DQB10303. The peptide sequence is WLGARYLEFEALGFLKK. The binding affinity (normalized) is 0.165. (4) The peptide sequence is EEDIEIIPKQEEEY. The binding affinity (normalized) is 0.694. The MHC is HLA-DQA10301-DQB10302 with pseudo-sequence HLA-DQA10301-DQB10302. (5) The peptide sequence is FAVVDLNKMRAVWVD. The MHC is HLA-DPA10103-DPB10201 with pseudo-sequence HLA-DPA10103-DPB10201. The binding affinity (normalized) is 0.301.